Dataset: Experimentally validated miRNA-target interactions with 360,000+ pairs, plus equal number of negative samples. Task: Binary Classification. Given a miRNA mature sequence and a target amino acid sequence, predict their likelihood of interaction. (1) The miRNA is hsa-miR-30c-5p with sequence UGUAAACAUCCUACACUCUCAGC. The protein sequence of the target gene is MLCWGNASFGQLGLGGIDEEIVLEPRKSDFFINKRVRDVGCGLRHTVFVLDDGTVYTCGCNDLGQLGHEKSRKKPEQVVALDAQNIVAVSCGEAHTLALNDKGQVYAWGLDSDGQLGLVGSEECIRVPRNIKSLSDIQIVQVACGYYHSLALSKASEVFCWGQNKYGQLGLGTDCKKQTSPQLLKSLLGIPFMQVAAGGAHSFVLTLSGAIFGWGRNKFGQLGLNDENDRYVPNLLKSLRSQKIVYICCGEDHTAALTKEGGVFTFGAGGYGQLGHNSTSHEINPRKVFELMGSIVTEIA.... Result: 1 (interaction). (2) The miRNA is hsa-miR-1304-5p with sequence UUUGAGGCUACAGUGAGAUGUG. Result: 0 (no interaction). The protein sequence of the target gene is MGPTACVLVLALAILRATGQGQIPLGGDLAPQMLRELQETNAALQDVRELLRQQVKEITFLKNTVMECDACGMQPARTPGLSVRPVPLCAPGSCFPGVVCSETATGARCGPCPPGYTGNGSHCTDVNECNAHPCFPRVRCINTSPGFHCEACPPGFSGPTHEGVGLTFAKSNKQVCTDINECETGQHNCVPNSVCVNTRGSFQCGPCQPGFVGDQTSGCQRRGQHFCPDGSPSPCHEKANCVLERDGSRSCVCAVGWAGNGLLCGRDTDLDGFPDEKLRCSERQCRKDNCVTVPNSGQED.... (3) The miRNA is hsa-miR-6788-5p with sequence CUGGGAGAAGAGUGGUGAAGA. The protein sequence of the target gene is MSRLGLPEEPVRNSLLDDAKARLRKYDIGGKYSHLPYNKYSVLLPLVAKEGKLHLLFTVRSEKLRRAPGEVCFPGGKRDPTDMDDAATALREAQEEVGLRPHQVEVVCCLVPCLIDTDTLITPFVGLIDHNFQAQPNPAEVKDVFLVPLAYFLHPQVHDQHYVTRLGHRFINHIFEYTNPEDGVTYQIKGMTANLAVLVAFIILEKKPTFEVQFNLNDVLASSEELFLKVHKKATSRL. Result: 1 (interaction). (4) The miRNA is hsa-miR-3170 with sequence CUGGGGUUCUGAGACAGACAGU. The protein sequence of the target gene is MCRIAGAPRTLLPLLAALLQASVEASGEIALCKTGFPEDVYSAVLPKDVHEGQPLLNVKFSNCNRKRKVQYESSEPADFKVDEDGTVYAVRSFPLTAEQAKFLIYAQDKETQEKWQVAVNLSREPTLTEEPMKEPHEIEEIVFPRQLAKHSGALQRQKRDWVIPPINLPENSRGPFPQELVRIRSDRDKNLSLRYSVTGPGADQPPTGIFIINPISGQLSVTKPLDRELIARFHLRAHAVDINGNQVENPIDIVINVIDMNDNRPEFLHQVWNGSVPEGSKPGTYVMTVTAIDADDPNAL.... Result: 0 (no interaction). (5) The miRNA is hsa-miR-3944-3p with sequence UUCGGGCUGGCCUGCUGCUCCGG. The protein sequence of the target gene is MVGVVSDDQDFLDSKDTMKMAVVLVTPLGNGDLALKFGYPTPHGGCQKMDTTFTEGAVPGQFSNPAMALSDIRVAFSDYQHFALLYLEMRKGGLRNQWLQLYGGRAAGRRPRHPRFGSGMSPLCLHQPFLHAEGGTAGSWCLWPRVPAPPCPSLPLFAPPAPSL. Result: 0 (no interaction). (6) The miRNA is hsa-miR-4720-3p with sequence UGCUUAAGUUGUACCAAGUAU. Result: 0 (no interaction). The protein sequence of the target gene is MVKLGCSFSGKPGKEAGDQDGAAMDSVPLISPLDVSQLQPSFSDQVVINTQTEYQLTSADQPKKFADLEGQRLACSHSEEGRRLPTARMIAFAMALLGCVLIMYKAIWYDQFTCPDGFLLRHKICTPLTLEMYYTEMDPERHRSILAAIGAYPLSRKHGTEMPAVWGNNYRTAKEEHKGTTPAAMAVSTAAAAAAAEGTEPSGKSLDTREKEDPQKAEGVPSQPPK.